From a dataset of Reaction yield outcomes from USPTO patents with 853,638 reactions. Predict the reaction yield, written as a fraction of the theoretical maximum amount of product (1.0 means a 100% yield; for example, 0.34 means a 34% yield). (1) The reactants are Br[C:2]1[N:10]2[C:5]([CH:6]=[N:7][C:8]([NH:11][C:12]3[CH:17]=[CH:16][C:15]([N:18]4[CH2:23][CH2:22][CH:21]([N:24]5[CH2:29][CH2:28][N:27]([CH3:30])[CH2:26][CH2:25]5)[CH2:20][CH2:19]4)=[CH:14][C:13]=3[O:31][CH3:32])=[N:9]2)=[CH:4][CH:3]=1.[C:33]([NH:37][S:38]([C:41]1[CH:42]=[C:43](B(O)O)[CH:44]=[CH:45][CH:46]=1)(=[O:40])=[O:39])([CH3:36])([CH3:35])[CH3:34]. No catalyst specified. The product is [C:33]([NH:37][S:38]([C:41]1[CH:42]=[CH:43][CH:44]=[C:45]([C:2]2[N:10]3[C:5]([CH:6]=[N:7][C:8]([NH:11][C:12]4[CH:17]=[CH:16][C:15]([N:18]5[CH2:23][CH2:22][CH:21]([N:24]6[CH2:29][CH2:28][N:27]([CH3:30])[CH2:26][CH2:25]6)[CH2:20][CH2:19]5)=[CH:14][C:13]=4[O:31][CH3:32])=[N:9]3)=[CH:4][CH:3]=2)[CH:46]=1)(=[O:40])=[O:39])([CH3:36])([CH3:34])[CH3:35]. The yield is 0.510. (2) The product is [Si:1]([O:8][C@@H:9]([C:25]1[CH:30]=[CH:29][CH:28]=[CH:27][C:26]=1[C:31]1[CH:36]=[CH:35][C:34]([Cl:37])=[CH:33][CH:32]=1)[CH:10]1[CH2:15][CH2:14][N:13]([C:16]2[CH:24]=[CH:23][C:19]([C:20]([NH:84][S:81]([C:78]3[CH:79]=[CH:80][C:75]([NH:74][C@H:65]([CH2:64][CH2:63][N:61]4[CH2:60][CH2:59][O:58][C@@H:57]([CH2:56][O:55][Si:38]([C:51]([CH3:52])([CH3:53])[CH3:54])([C:45]5[CH:46]=[CH:47][CH:48]=[CH:49][CH:50]=5)[C:39]5[CH:44]=[CH:43][CH:42]=[CH:41][CH:40]=5)[CH2:62]4)[CH2:66][S:67][C:68]4[CH:73]=[CH:72][CH:71]=[CH:70][CH:69]=4)=[C:76]([S:85]([C:88]([F:89])([F:90])[F:91])(=[O:86])=[O:87])[CH:77]=3)(=[O:83])=[O:82])=[O:21])=[CH:18][CH:17]=2)[CH2:12][CH2:11]1)([C:4]([CH3:7])([CH3:6])[CH3:5])([CH3:3])[CH3:2]. The yield is 0.660. The reactants are [Si:1]([O:8][C@@H:9]([C:25]1[CH:30]=[CH:29][CH:28]=[CH:27][C:26]=1[C:31]1[CH:36]=[CH:35][C:34]([Cl:37])=[CH:33][CH:32]=1)[CH:10]1[CH2:15][CH2:14][N:13]([C:16]2[CH:24]=[CH:23][C:19]([C:20](O)=[O:21])=[CH:18][CH:17]=2)[CH2:12][CH2:11]1)([C:4]([CH3:7])([CH3:6])[CH3:5])([CH3:3])[CH3:2].[Si:38]([O:55][CH2:56][C@H:57]1[CH2:62][N:61]([CH2:63][CH2:64][C@@H:65]([NH:74][C:75]2[CH:80]=[CH:79][C:78]([S:81]([NH2:84])(=[O:83])=[O:82])=[CH:77][C:76]=2[S:85]([C:88]([F:91])([F:90])[F:89])(=[O:87])=[O:86])[CH2:66][S:67][C:68]2[CH:73]=[CH:72][CH:71]=[CH:70][CH:69]=2)[CH2:60][CH2:59][O:58]1)([C:51]([CH3:54])([CH3:53])[CH3:52])([C:45]1[CH:50]=[CH:49][CH:48]=[CH:47][CH:46]=1)[C:39]1[CH:44]=[CH:43][CH:42]=[CH:41][CH:40]=1. No catalyst specified. (3) The reactants are [F:1][C:2]1[CH:7]=[C:6]([I:8])[CH:5]=[CH:4][C:3]=1[NH:9][C:10]1[N:11]([CH3:21])[C:12](=[O:20])[C:13]([CH3:19])=[CH:14][C:15]=1[C:16]([OH:18])=[O:17].O[N:23]1[C:27](=[O:28])[CH2:26][CH2:25][C:24]1=[O:29].C1CCC(N=C=NC2CCCCC2)CC1. The catalyst is O1CCOCC1. The product is [F:1][C:2]1[CH:7]=[C:6]([I:8])[CH:5]=[CH:4][C:3]=1[NH:9][C:10]1[N:11]([CH3:21])[C:12](=[O:20])[C:13]([CH3:19])=[CH:14][C:15]=1[C:16]([O:18][N:23]1[C:27](=[O:28])[CH2:26][CH2:25][C:24]1=[O:29])=[O:17]. The yield is 0.850. (4) The reactants are [C:1]([N:5]=[C:6]=[S:7])([CH3:4])([CH3:3])[CH3:2].[CH:8]1([NH2:13])[CH2:12][CH2:11][CH2:10][CH2:9]1.CCN(C(C)C)C(C)C. The catalyst is C(Cl)Cl.CCOC(C)=O. The product is [C:1]([NH:5][C:6]([NH:13][CH:8]1[CH2:12][CH2:11][CH2:10][CH2:9]1)=[S:7])([CH3:4])([CH3:3])[CH3:2]. The yield is 0.470. (5) The reactants are [CH3:1][C:2]1([CH3:8])[CH2:6][C:5](=O)[CH:4]=[CH:3]1.[CH2:9]([NH2:16])[C:10]1[CH:15]=[CH:14][CH:13]=[CH:12][CH:11]=1.C. The catalyst is C(O)C.[Pt]=O. The product is [CH3:1][C:2]1([CH3:8])[CH2:3][CH2:4][CH:5]([NH:16][CH2:9][C:10]2[CH:15]=[CH:14][CH:13]=[CH:12][CH:11]=2)[CH2:6]1. The yield is 0.840. (6) The reactants are ClC1C=CC(B(O)O)=CC=1.C(N(CC)CC)C.[Cl:18][C:19]1[CH:24]=[CH:23][C:22]([CH:25]2[CH:29]=[CH:28][CH2:27][O:26]2)=[CH:21][CH:20]=1.[BH4-].[Na+]. The catalyst is CN(C=O)C.CO.[Ni](Cl)Cl.B#[Ni]. The product is [Cl:18][C:19]1[CH:20]=[CH:21][C:22]([CH:25]2[CH2:29][CH2:28][CH2:27][O:26]2)=[CH:23][CH:24]=1. The yield is 0.400. (7) The reactants are Cl[C:2]1[C:11]2[C:6](=[CH:7][CH:8]=[C:9]([O:12][CH3:13])[CH:10]=2)[N:5]=[CH:4][C:3]=1[C:14]([O:16][CH2:17][CH3:18])=[O:15].[NH3:19]. The product is [NH2:19][C:2]1[C:11]2[C:6](=[CH:7][CH:8]=[C:9]([O:12][CH3:13])[CH:10]=2)[N:5]=[CH:4][C:3]=1[C:14]([O:16][CH2:17][CH3:18])=[O:15]. The catalyst is C(O)(C)C. The yield is 0.920. (8) The reactants are Cl[C:2]([O:4][CH3:5])=[O:3].[CH3:6][O:7][C:8]([NH:10][CH:11]([CH:75]([CH3:77])[CH3:76])[C:12]([N:14]1[CH:18]([C:19]2[N:20](COCC[Si](C)(C)C)[CH:21]=[C:22]([C:24]3[CH:29]=[CH:28][C:27]([C:30]#[C:31][C:32]4[CH:37]=[CH:36][C:35]([C:38]5[N:39]=[C:40]([CH:51]6[CH2:55][CH2:54][CH2:53][N:52]6[C:56](=[O:66])[CH:57]([NH:61][C:62]([O:64][CH3:65])=[O:63])[CH:58]([CH3:60])[CH3:59])[N:41](COCC[Si](C)(C)C)[CH:42]=5)=[CH:34][CH:33]=4)=[CH:26][CH:25]=3)[N:23]=2)[CH2:17][NH:16][CH2:15]1)=[O:13])=[O:9].CN1CCOCC1. The catalyst is ClCCl.CN(C)C=O.O.C(O)(C(F)(F)F)=O.C(#N)C. The product is [CH3:5][O:4][C:2]([N:16]1[CH2:17][CH:18]([C:19]2[NH:20][CH:21]=[C:22]([C:24]3[CH:25]=[CH:26][C:27]([C:30]#[C:31][C:32]4[CH:33]=[CH:34][C:35]([C:38]5[N:39]=[C:40]([CH:51]6[CH2:55][CH2:54][CH2:53][N:52]6[C:56](=[O:66])[CH:57]([NH:61][C:62]([O:64][CH3:65])=[O:63])[CH:58]([CH3:60])[CH3:59])[NH:41][CH:42]=5)=[CH:36][CH:37]=4)=[CH:28][CH:29]=3)[N:23]=2)[N:14]([C:12](=[O:13])[CH:11]([NH:10][C:8]([O:7][CH3:6])=[O:9])[CH:75]([CH3:76])[CH3:77])[CH2:15]1)=[O:3]. The yield is 0.100. (9) The reactants are [NH2:1][C:2]1[CH:3]=[N:4][CH:5]=[C:6]([Br:8])[CH:7]=1.N1C=CC=CC=1.[C:15](Cl)(=[O:19])[CH:16]([CH3:18])[CH3:17]. The catalyst is C(Cl)Cl. The product is [Br:8][C:6]1[CH:7]=[C:2]([NH:1][C:15](=[O:19])[CH:16]([CH3:18])[CH3:17])[CH:3]=[N:4][CH:5]=1. The yield is 0.710. (10) The reactants are [Cl:1][C:2]1[CH:3]=[C:4]([NH:10][C:11]2[CH:16]=[CH:15][C:14]([N:17]3[CH2:22][CH2:21][NH:20][CH2:19][C@@H:18]3[CH3:23])=[CH:13][N:12]=2)[C:5](=[O:9])[N:6]([CH3:8])[N:7]=1.[O:24]1[CH2:27][C:26](=O)[CH2:25]1.[BH3-]C#N.[Na+].O. The catalyst is CO.[Cl-].[Zn+2].[Cl-]. The product is [Cl:1][C:2]1[CH:3]=[C:4]([NH:10][C:11]2[CH:16]=[CH:15][C:14]([N:17]3[CH2:22][CH2:21][N:20]([CH:26]4[CH2:27][O:24][CH2:25]4)[CH2:19][C@@H:18]3[CH3:23])=[CH:13][N:12]=2)[C:5](=[O:9])[N:6]([CH3:8])[N:7]=1. The yield is 0.750.